This data is from Catalyst prediction with 721,799 reactions and 888 catalyst types from USPTO. The task is: Predict which catalyst facilitates the given reaction. (1) Reactant: [CH2:1]([N:3]1[C:11]2[C:6](=[CH:7][CH:8]=[C:9]([O:12][CH3:13])[CH:10]=2)[C:5]([C:14](=O)[CH3:15])=[CH:4]1)[CH3:2].C(N1C2C(=CC=C(OC)C=2)C=C1)C.Cl.[OH:31][NH2:32].CC([O-])=O.[Na+]. Product: [CH2:1]([N:3]1[C:11]2[C:6](=[CH:7][CH:8]=[C:9]([O:12][CH3:13])[CH:10]=2)[C:5]([C:14](=[N:32][OH:31])[CH3:15])=[CH:4]1)[CH3:2]. The catalyst class is: 14. (2) Reactant: Br[CH2:2][C:3]([CH:5]1[CH2:10][CH2:9][N:8]([C:11]([O:13][CH2:14][CH:15]2[C:27]3[CH:26]=[CH:25][CH:24]=[CH:23][C:22]=3[C:21]3[C:16]2=[CH:17][CH:18]=[CH:19][CH:20]=3)=[O:12])[CH2:7][CH2:6]1)=O.[C:28]([NH2:36])(=[S:35])[C:29]1[CH:34]=[CH:33][CH:32]=[CH:31][CH:30]=1.C([O-])(O)=O.[Na+]. Product: [C:29]1([C:28]2[S:35][CH:2]=[C:3]([CH:5]3[CH2:6][CH2:7][N:8]([C:11]([O:13][CH2:14][CH:15]4[C:27]5[CH:26]=[CH:25][CH:24]=[CH:23][C:22]=5[C:21]5[C:16]4=[CH:17][CH:18]=[CH:19][CH:20]=5)=[O:12])[CH2:9][CH2:10]3)[N:36]=2)[CH:34]=[CH:33][CH:32]=[CH:31][CH:30]=1. The catalyst class is: 14. (3) Reactant: [CH3:1][O:2][C:3]1[CH:8]=[CH:7][C:6]([C:9]2([C:12]([OH:14])=O)[CH2:11][CH2:10]2)=[CH:5][CH:4]=1.S(Cl)(Cl)=O.[Br:19][C:20]1[C:29]2[C:24](=[CH:25][CH:26]=[CH:27][CH:28]=2)[CH:23]=[C:22]([NH2:30])[N:21]=1.CCN(CC)CC. Product: [Br:19][C:20]1[C:29]2[C:24](=[CH:25][CH:26]=[CH:27][CH:28]=2)[CH:23]=[C:22]([NH:30][C:12]([C:9]2([C:6]3[CH:5]=[CH:4][C:3]([O:2][CH3:1])=[CH:8][CH:7]=3)[CH2:10][CH2:11]2)=[O:14])[N:21]=1. The catalyst class is: 59. (4) Reactant: [CH:1]1[CH:9]=[CH:8][C:7]2[CH2:10][CH2:11][N:5]3[C:6]=2[C:2]=1[C:3]1[CH2:17][CH2:16][CH2:15][CH2:14][CH2:13][CH2:12][C:4]=13.[N+:18]([O-])([O-:20])=[O:19].[K+]. Product: [N+:18]([C:9]1[CH:1]=[C:2]2[C:6]3=[C:7]([CH2:10][CH2:11][N:5]3[C:4]3[CH2:12][CH2:13][CH2:14][CH2:15][CH2:16][CH2:17][C:3]2=3)[CH:8]=1)([O-:20])=[O:19]. The catalyst class is: 65. (5) The catalyst class is: 350. Reactant: [F:1][C:2]1[CH:3]=[CH:4][C:5]([N+:15]([O-])=O)=[C:6]([NH:8][C:9]2[N:10]([CH3:14])[N:11]=[CH:12][CH:13]=2)[CH:7]=1. Product: [F:1][C:2]1[CH:7]=[C:6]([NH:8][C:9]2[N:10]([CH3:14])[N:11]=[CH:12][CH:13]=2)[C:5]([NH2:15])=[CH:4][CH:3]=1. (6) Reactant: [CH2:1]([N:3]1[CH:7]=[C:6]([C:8]2[CH:13]=[CH:12][C:11]([F:14])=[C:10]([CH3:15])[CH:9]=2)[N:5]=[C:4]1[CH2:16][C:17]([OH:19])=O)[CH3:2].CCN(C(C)C)C(C)C.[N:29]1([C:35]2[N:40]=[CH:39][CH:38]=[CH:37][N:36]=2)[CH2:34][CH2:33][NH:32][CH2:31][CH2:30]1.C(=O)([O-])[O-].[K+].[K+]. The catalyst class is: 174. Product: [CH2:1]([N:3]1[CH:7]=[C:6]([C:8]2[CH:13]=[CH:12][C:11]([F:14])=[C:10]([CH3:15])[CH:9]=2)[N:5]=[C:4]1[CH2:16][C:17]([N:32]1[CH2:33][CH2:34][N:29]([C:35]2[N:36]=[CH:37][CH:38]=[CH:39][N:40]=2)[CH2:30][CH2:31]1)=[O:19])[CH3:2]. (7) Reactant: [Cl:1][C:2]1[CH:31]=[CH:30][CH:29]=[C:28]([CH:32]2[CH2:34][CH2:33]2)[C:3]=1[C:4]([N:6]1[C:14]2[C:9](=[C:10]([F:15])[CH:11]=[CH:12][CH:13]=2)[C:8]([N:16]2[CH2:21][CH2:20][CH:19]([C:22]([O:24]CC)=[O:23])[CH:18]([OH:27])[CH2:17]2)=[N:7]1)=[O:5].[OH-].[Li+].C1COCC1.Cl. Product: [Cl:1][C:2]1[CH:31]=[CH:30][CH:29]=[C:28]([CH:32]2[CH2:34][CH2:33]2)[C:3]=1[C:4]([N:6]1[C:14]2[C:9](=[C:10]([F:15])[CH:11]=[CH:12][CH:13]=2)[C:8]([N:16]2[CH2:21][CH2:20][CH:19]([C:22]([OH:24])=[O:23])[CH:18]([OH:27])[CH2:17]2)=[N:7]1)=[O:5]. The catalyst class is: 6.